Task: Predict which catalyst facilitates the given reaction.. Dataset: Catalyst prediction with 721,799 reactions and 888 catalyst types from USPTO Reactant: [Cl:1][C:2]1[CH:3]=[C:4]([C@@H:8]2[C@@H:13]([C:14]3[CH:19]=[CH:18][C:17]([Cl:20])=[CH:16][CH:15]=3)[N:12]([C@@H:21]([CH2:31][CH3:32])[CH2:22][N:23]([CH3:30])[S:24]([CH:27]3[CH2:29][CH2:28]3)(=[O:26])=[O:25])[C:11](=[O:33])[C@H:10]([CH:34]([CH3:39])[C:35]([O:37]C)=[O:36])[CH2:9]2)[CH:5]=[CH:6][CH:7]=1.[Li+].[OH-].Cl. Product: [Cl:1][C:2]1[CH:3]=[C:4]([C@@H:8]2[C@@H:13]([C:14]3[CH:15]=[CH:16][C:17]([Cl:20])=[CH:18][CH:19]=3)[N:12]([C@@H:21]([CH2:31][CH3:32])[CH2:22][N:23]([CH3:30])[S:24]([CH:27]3[CH2:28][CH2:29]3)(=[O:25])=[O:26])[C:11](=[O:33])[C@H:10]([CH:34]([CH3:39])[C:35]([OH:37])=[O:36])[CH2:9]2)[CH:5]=[CH:6][CH:7]=1. The catalyst class is: 200.